This data is from Full USPTO retrosynthesis dataset with 1.9M reactions from patents (1976-2016). The task is: Predict the reactants needed to synthesize the given product. (1) Given the product [NH2:18][C:6]1[C:7]2[N:8]([C:14]([O:16][CH3:17])=[O:15])[CH2:9][C:10](=[O:11])[NH:1][C:2]=2[N:3]=[C:4]([C:19]2[C:27]3[C:22](=[N:23][CH:24]=[CH:25][CH:26]=3)[N:21]([CH2:28][C:29]3[CH:34]=[CH:33][CH:32]=[CH:31][C:30]=3[F:35])[N:20]=2)[N:5]=1, predict the reactants needed to synthesize it. The reactants are: [NH2:1][C:2]1[C:7]([N:8]([C:14]([O:16][CH3:17])=[O:15])[CH2:9][C:10](OC)=[O:11])=[C:6]([NH2:18])[N:5]=[C:4]([C:19]2[C:27]3[C:22](=[N:23][CH:24]=[CH:25][CH:26]=3)[N:21]([CH2:28][C:29]3[CH:34]=[CH:33][CH:32]=[CH:31][C:30]=3[F:35])[N:20]=2)[N:3]=1.[OH-].[Li+].Cl. (2) Given the product [CH3:12][C:8]1([CH3:13])[CH2:7][CH:6]=[C:5]([S:14][C:15]2[CH:16]=[CH:32][CH:31]=[CH:30][CH:35]=2)[C:4]2[CH:3]=[C:2](/[CH:18]=[CH:17]/[C:19]3[CH:20]=[CH:21][C:22]([C:23]([OH:25])=[O:24])=[CH:28][CH:29]=3)[CH:11]=[CH:10][C:9]1=2, predict the reactants needed to synthesize it. The reactants are: Br[C:2]1[CH:11]=[CH:10][C:9]2[C:8]([CH3:13])([CH3:12])[CH2:7][CH:6]=[C:5]([S:14][CH2:15][CH3:16])[C:4]=2[CH:3]=1.[CH:17]([C:19]1[CH:29]=[CH:28][C:22]([C:23]([O:25]CC)=[O:24])=[CH:21][CH:20]=1)=[CH2:18].[C:30]1(C)[CH:35]=CC=[CH:32][C:31]=1P([C:30]1[CH:35]=CC=[CH:32][C:31]=1C)[C:30]1[CH:35]=CC=[CH:32][C:31]=1C. (3) Given the product [CH3:1][C:2]1[C:7](=[O:8])[N:6]([CH3:9])[C:5]([NH:10][C:11]2[CH:12]=[CH:13][C:14]([I:18])=[CH:15][C:16]=2[F:17])=[C:4]2[C:19]([N:21]([CH:35]3[CH2:36][CH2:37]3)[C:22]([N:24]([C:25]3[CH:26]=[CH:27][CH:28]=[C:29]([NH:31][C:32]([CH3:34])=[O:33])[CH:30]=3)[C:3]=12)=[O:23])=[O:20].[CH3:38][S:39]([CH3:41])=[O:40], predict the reactants needed to synthesize it. The reactants are: [CH3:1][C:2]1[C:7](=[O:8])[N:6]([CH3:9])[C:5]([NH:10][C:11]2[CH:12]=[CH:13][C:14]([I:18])=[CH:15][C:16]=2[F:17])=[C:4]2[C:19]([N:21]([CH:35]3[CH2:37][CH2:36]3)[C:22]([N:24]([C:25]3[CH:26]=[CH:27][CH:28]=[C:29]([NH:31][C:32]([CH3:34])=[O:33])[CH:30]=3)[C:3]=12)=[O:23])=[O:20].[CH3:38][S:39]([CH3:41])=[O:40]. (4) Given the product [NH2:16][C:5]1[CH:6]=[CH:7][C:8]([O:10][CH2:11][C@@H:12]([CH3:15])[CH2:13][OH:14])=[CH:9][C:4]=1[C:3]([OH:20])=[O:2], predict the reactants needed to synthesize it. The reactants are: C[O:2][C:3](=[O:20])[C:4]1[CH:9]=[C:8]([O:10][CH2:11][C@@H:12]([CH3:15])[CH2:13][OH:14])[CH:7]=[CH:6][C:5]=1[NH:16]C(=O)C.O1CCOCC1. (5) Given the product [Cl:18][C:2]1[C:7]([C:8]([O:10][CH2:11][CH3:12])=[O:9])=[CH:6][N:5]=[C:4]([CH:13]([CH3:15])[CH3:14])[N:3]=1, predict the reactants needed to synthesize it. The reactants are: O[C:2]1[C:7]([C:8]([O:10][CH2:11][CH3:12])=[O:9])=[CH:6][N:5]=[C:4]([CH:13]([CH3:15])[CH3:14])[N:3]=1.P(Cl)(Cl)([Cl:18])=O.C(=O)([O-])O.[Na+]. (6) Given the product [CH3:20][O:19][C:17]([C:16]1[CH:15]=[C:14]([C:8]2[CH:7]=[CH:6][CH:5]=[C:4]([C:1]([OH:3])=[O:2])[CH:9]=2)[CH:23]=[CH:22][CH:21]=1)=[O:18], predict the reactants needed to synthesize it. The reactants are: [C:1]([C:4]1[CH:5]=[C:6](B(O)O)[CH:7]=[CH:8][CH:9]=1)([OH:3])=[O:2].Br[C:14]1[CH:15]=[C:16]([CH:21]=[CH:22][CH:23]=1)[C:17]([O:19][CH3:20])=[O:18].C(=O)([O-])[O-].[Na+].[Na+]. (7) Given the product [NH2:16][C:15]1[N:8]([C:3]2[CH:4]=[CH:5][CH:6]=[CH:7][C:2]=2[CH3:1])[N:9]=[C:18]([C:19]([O:21][CH2:22][CH3:23])=[O:20])[CH:17]=1, predict the reactants needed to synthesize it. The reactants are: [CH3:1][C:2]1[CH:7]=[CH:6][CH:5]=[CH:4][C:3]=1[NH:8][NH2:9].S(=O)(=O)(O)O.[C:15](/[CH:17]=[C:18](\[O-])/[C:19]([O:21][CH2:22][CH3:23])=[O:20])#[N:16].[K+]. (8) Given the product [CH3:21][N:18]1[C:19]([CH3:20])=[C:15]([CH2:14][N:11]2[CH2:12][CH2:13][N:8]([C:3]3[C:2]([C:26]4[CH:27]=[CH:28][C:23]([OH:22])=[CH:24][CH:25]=4)=[N:7][CH:6]=[CH:5][N:4]=3)[CH2:9][CH2:10]2)[CH:16]=[N:17]1, predict the reactants needed to synthesize it. The reactants are: Cl[C:2]1[C:3]([N:8]2[CH2:13][CH2:12][N:11]([CH2:14][C:15]3[CH:16]=[N:17][N:18]([CH3:21])[C:19]=3[CH3:20])[CH2:10][CH2:9]2)=[N:4][CH:5]=[CH:6][N:7]=1.[OH:22][C:23]1[CH:28]=[CH:27][C:26](B(O)O)=[CH:25][CH:24]=1.C(=O)([O-])[O-].[K+].[K+].O.